This data is from TCR-epitope binding with 47,182 pairs between 192 epitopes and 23,139 TCRs. The task is: Binary Classification. Given a T-cell receptor sequence (or CDR3 region) and an epitope sequence, predict whether binding occurs between them. The epitope is SFHSLHLLF. The TCR CDR3 sequence is CASSPPRTDTQYF. Result: 1 (the TCR binds to the epitope).